This data is from Full USPTO retrosynthesis dataset with 1.9M reactions from patents (1976-2016). The task is: Predict the reactants needed to synthesize the given product. (1) Given the product [CH2:22]([S:24][C:2]1[CH:3]=[N:4][CH:5]=[CH:6][C:7]=1[C:8]1[O:9][C:10]2[CH:16]=[CH:15][C:14]([C:17]([F:20])([F:19])[F:18])=[CH:13][C:11]=2[CH:12]=1)[CH3:23], predict the reactants needed to synthesize it. The reactants are: F[C:2]1[CH:3]=[N:4][CH:5]=[CH:6][C:7]=1[C:8]1[O:9][C:10]2[CH:16]=[CH:15][C:14]([C:17]([F:20])([F:19])[F:18])=[CH:13][C:11]=2[CH:12]=1.[Na].[CH2:22]([SH:24])[CH3:23].CN(C=O)C. (2) Given the product [CH2:1]([N:8]1[CH2:13][CH2:12][N:11]([C:15]2[CH:20]=[CH:19][N:18]=[C:17]([CH3:21])[CH:16]=2)[CH2:10][CH2:9]1)[C:2]1[CH:3]=[CH:4][CH:5]=[CH:6][CH:7]=1, predict the reactants needed to synthesize it. The reactants are: [CH2:1]([N:8]1[CH2:13][CH2:12][NH:11][CH2:10][CH2:9]1)[C:2]1[CH:7]=[CH:6][CH:5]=[CH:4][CH:3]=1.Cl[C:15]1[CH:20]=[CH:19][N:18]=[C:17]([CH3:21])[CH:16]=1. (3) Given the product [CH3:14][O:15][C:16]1[CH:21]=[CH:20][C:19](/[CH:22]=[CH:23]/[C:24]([OH:8])=[O:25])=[C:18]([N+:26]([O-:28])=[O:27])[CH:17]=1, predict the reactants needed to synthesize it. The reactants are: NC1C=C([O:8]C)C=CC=1CCCO.[CH3:14][O:15][C:16]1[CH:21]=[CH:20][C:19]([CH2:22][CH2:23][CH2:24][OH:25])=[C:18]([N+:26]([O-:28])=[O:27])[CH:17]=1. (4) Given the product [NH2:20][C@H:21]([CH2:26][C:27]1[CH:32]=[C:31]([F:33])[CH:30]=[CH:29][C:28]=1[F:34])[CH2:22][C:23]([NH:1][CH:2]1[CH2:11][C:10]2[C:5](=[N:6][CH:7]=[CH:8][CH:9]=2)[NH:4][C:3]1=[O:12])=[O:24], predict the reactants needed to synthesize it. The reactants are: [NH2:1][CH:2]1[CH2:11][C:10]2[C:5](=[N:6][CH:7]=[CH:8][CH:9]=2)[NH:4][C:3]1=[O:12].C(OC([NH:20][C@H:21]([CH2:26][C:27]1[CH:32]=[C:31]([F:33])[CH:30]=[CH:29][C:28]=1[F:34])[CH2:22][C:23](O)=[O:24])=O)(C)(C)C.CCN=C=NCCCN(C)C.Cl.C1C=CC2N(O)N=NC=2C=1.